Dataset: Catalyst prediction with 721,799 reactions and 888 catalyst types from USPTO. Task: Predict which catalyst facilitates the given reaction. Reactant: Br[C:2]1[CH:3]=[C:4]([C:14]([NH:16][CH2:17][C:18]2[C:19](=[O:26])[NH:20][C:21]([CH3:25])=[CH:22][C:23]=2[CH3:24])=[O:15])[C:5]2[CH:10]=[N:9][N:8]([CH:11]([CH3:13])[CH3:12])[C:6]=2[N:7]=1.[OH:27][CH2:28][C:29]1[CH:30]=[C:31](B(O)O)[CH:32]=[CH:33][CH:34]=1.C([O-])([O-])=O.[Na+].[Na+].CCOC(C)=O. Product: [CH3:24][C:23]1[CH:22]=[C:21]([CH3:25])[NH:20][C:19](=[O:26])[C:18]=1[CH2:17][NH:16][C:14]([C:4]1[C:5]2[CH:10]=[N:9][N:8]([CH:11]([CH3:13])[CH3:12])[C:6]=2[N:7]=[C:2]([C:33]2[CH:32]=[CH:31][CH:30]=[C:29]([CH2:28][OH:27])[CH:34]=2)[CH:3]=1)=[O:15]. The catalyst class is: 70.